This data is from Forward reaction prediction with 1.9M reactions from USPTO patents (1976-2016). The task is: Predict the product of the given reaction. Given the reactants [Mg].Br[C:3]1[CH:8]=[C:7]([O:9][CH3:10])[C:6]([O:11][CH3:12])=[C:5]([O:13][CH3:14])[CH:4]=1.[F:15][C:16]1[CH:24]=[CH:23][C:22]([I:25])=[CH:21][C:17]=1[C:18](Cl)=[O:19], predict the reaction product. The product is: [F:15][C:16]1[CH:24]=[CH:23][C:22]([I:25])=[CH:21][C:17]=1[C:18]([C:3]1[CH:8]=[C:7]([O:9][CH3:10])[C:6]([O:11][CH3:12])=[C:5]([O:13][CH3:14])[CH:4]=1)=[O:19].